From a dataset of Full USPTO retrosynthesis dataset with 1.9M reactions from patents (1976-2016). Predict the reactants needed to synthesize the given product. Given the product [N+:1]([CH2:4][CH:5]([S:12][CH2:13][C:14]([OH:16])=[O:15])[C:6]1[CH:11]=[CH:10][CH:9]=[CH:8][CH:7]=1)([O-:3])=[O:2], predict the reactants needed to synthesize it. The reactants are: [N+:1]([CH:4]=[CH:5][C:6]1[CH:11]=[CH:10][CH:9]=[CH:8][CH:7]=1)([O-:3])=[O:2].[SH:12][CH2:13][C:14]([OH:16])=[O:15].C(OCC)(=O)C.